From a dataset of Peptide-MHC class II binding affinity with 134,281 pairs from IEDB. Regression. Given a peptide amino acid sequence and an MHC pseudo amino acid sequence, predict their binding affinity value. This is MHC class II binding data. (1) The peptide sequence is QDERLRLPRDVVARE. The MHC is H-2-IAd with pseudo-sequence H-2-IAd. The binding affinity (normalized) is 0.0648. (2) The peptide sequence is CRKELAAVSVDCSEY. The MHC is DRB1_0901 with pseudo-sequence DRB1_0901. The binding affinity (normalized) is 0.251. (3) The peptide sequence is SWLDFSHELMTMTRP. The MHC is DRB1_0101 with pseudo-sequence DRB1_0101. The binding affinity (normalized) is 0.742. (4) The peptide sequence is QNRMKLADCAVGFGS. The binding affinity (normalized) is 0.154. The MHC is DRB1_0405 with pseudo-sequence DRB1_0405.